Dataset: Catalyst prediction with 721,799 reactions and 888 catalyst types from USPTO. Task: Predict which catalyst facilitates the given reaction. Reactant: Br[C:2]1[C:7]([NH2:8])=[C:6]([Cl:9])[CH:5]=[CH:4][N:3]=1.[CH3:10][O-:11].[Na+]. Product: [Cl:9][C:6]1[CH:5]=[CH:4][N:3]=[C:2]([O:11][CH3:10])[C:7]=1[NH2:8]. The catalyst class is: 5.